Task: Predict the reactants needed to synthesize the given product.. Dataset: Retrosynthesis with 50K atom-mapped reactions and 10 reaction types from USPTO (1) Given the product Cc1[nH]c(-c2cccc(C(F)(F)F)c2)nc1C=O, predict the reactants needed to synthesize it. The reactants are: Cc1[nH]c(-c2cccc(C(F)(F)F)c2)nc1CO. (2) Given the product CC(Cc1ccc(OCCCO)cc1)NCC(O)c1cccc(C(F)(F)F)c1, predict the reactants needed to synthesize it. The reactants are: CC(=O)Cc1ccc(OCCCO)cc1.NCC(O)c1cccc(C(F)(F)F)c1. (3) Given the product CC(C)(NC(=O)c1cccc(-c2nn(C3CCCCO3)c3ccc(-c4ncn(C(c5ccccc5)(c5ccccc5)c5ccccc5)n4)cc23)c1)c1ccccc1, predict the reactants needed to synthesize it. The reactants are: CC(C)(N)c1ccccc1.COC(=O)c1cccc(-c2nn(C3CCCCO3)c3ccc(-c4ncn(C(c5ccccc5)(c5ccccc5)c5ccccc5)n4)cc23)c1. (4) Given the product CO/C=C/C(=O)Nc1cn2nc(Oc3ccc(C)c(NC(=O)c4cc(C)nn4C)c3)ccc2n1, predict the reactants needed to synthesize it. The reactants are: CO/C=C/C(=O)O.Cc1cc(C(=O)Nc2cc(Oc3ccc4nc(N)cn4n3)ccc2C)n(C)n1. (5) Given the product Cn1nc(C=O)c2c1-c1ccccc1OC2, predict the reactants needed to synthesize it. The reactants are: Cn1nc(CO)c2c1-c1ccccc1OC2. (6) Given the product N#CCN(C1CC1)S(=O)(=O)Cc1cccc(C(F)(F)F)c1, predict the reactants needed to synthesize it. The reactants are: N#CCBr.O=S(=O)(Cc1cccc(C(F)(F)F)c1)NC1CC1. (7) Given the product COC(=O)C(NC(=O)c1cc2ccccc2cc1N)[C@H]1CC[C@H](C(F)(F)F)CC1, predict the reactants needed to synthesize it. The reactants are: COC(=O)C(NC(=O)c1cc2ccccc2cc1NC(=O)OC(C)(C)C)[C@H]1CC[C@H](C(F)(F)F)CC1. (8) Given the product O=C(Nc1nccs1)C(CC1CCCC1)c1ccc(C#CCN2CCOCC2)cc1, predict the reactants needed to synthesize it. The reactants are: Nc1nccs1.O=C(O)C(CC1CCCC1)c1ccc(C#CCN2CCOCC2)cc1. (9) Given the product Fc1cccc(COc2ccc(CN3CCNCC3)cc2)c1, predict the reactants needed to synthesize it. The reactants are: CC(C)(C)OC(=O)N1CCN(Cc2ccc(OCc3cccc(F)c3)cc2)CC1. (10) The reactants are: COC(=O)[C@H]1[C@H](N)[C@H](c2ccccc2)N(C(=O)OCc2ccccc2)[C@@H]1C.COc1ccc(OC(F)(F)F)cc1C=O. Given the product COC(=O)[C@@H]1[C@H](NCc2cc(OC(F)(F)F)ccc2OC)[C@H](c2ccccc2)N(C(=O)OCc2ccccc2)[C@@H]1C, predict the reactants needed to synthesize it.